Predict the reaction yield, written as a fraction of the theoretical maximum amount of product (1.0 means a 100% yield; for example, 0.34 means a 34% yield). From a dataset of Reaction yield outcomes from USPTO patents with 853,638 reactions. (1) The reactants are [CH2:1]([O:8][C:9]1[CH:14]=[CH:13][C:12](Br)=[C:11]([O:16][CH2:17][C:18]([CH3:20])=[CH2:19])[CH:10]=1)[C:2]1[CH:7]=[CH:6][CH:5]=[CH:4][CH:3]=1.C([SnH](CCCC)CCCC)CCC.C(OOC(=O)C1C=CC=CC=1)(=O)C1C=CC=CC=1. The catalyst is C1C=CC=CC=1. The product is [CH2:1]([O:8][C:9]1[CH:14]=[CH:13][C:12]2[C:18]([CH3:20])([CH3:19])[CH2:17][O:16][C:11]=2[CH:10]=1)[C:2]1[CH:7]=[CH:6][CH:5]=[CH:4][CH:3]=1. The yield is 0.910. (2) The reactants are [C:1]([C:5]1[O:9][N:8]=[C:7]([NH:10][C:11](=[O:40])[NH:12][C:13]2[CH:18]=[CH:17][C:16]([NH:19][C:20](=[O:39])[C:21]3[CH:26]=[CH:25][C:24]([O:27][CH:28]4[CH2:32][CH2:31][N:30]([CH2:33][CH2:34][S:35]([CH3:38])(=[O:37])=[O:36])[CH2:29]4)=[CH:23][N:22]=3)=[CH:15][CH:14]=2)[CH:6]=1)([CH3:4])([CH3:3])[CH3:2].C(C1[O:49]N=C(NC(=O)NC2C=CC(NC(=O)C3C=CC(OC4CCN(C(C)C)CC4)=CN=3)=CC=2)C=1)(C)(C)C. No catalyst specified. The product is [CH3:38][S:35]([O-:36])(=[O:37])=[O:49].[C:1]([C:5]1[O:9][N:8]=[C:7]([NH:10][C:11](=[O:40])[NH:12][C:13]2[CH:18]=[CH:17][C:16]([NH:19][C:20]([C:21]3[N:22]=[CH:23][C:24]([O:27][CH:28]4[CH2:32][CH2:31][NH+:30]([CH2:33][CH2:34][S:35]([CH3:38])(=[O:37])=[O:36])[CH2:29]4)=[CH:25][CH:26]=3)=[O:39])=[CH:15][CH:14]=2)[CH:6]=1)([CH3:4])([CH3:2])[CH3:3]. The yield is 0.950. (3) The yield is 0.210. The product is [Br:15][C:11]1[C:12](=[O:14])[NH:13][C:8]([C:6]2[CH:7]=[C:2]([NH:1][CH:33]3[CH:31]([OH:32])[CH:29]([OH:30])[CH:27]([OH:28])[CH:25]([CH2:24][OH:23])[O:34]3)[CH:3]=[CH:4][C:5]=2[O:19][CH2:20][CH2:21][CH3:22])=[N:9][C:10]=1[CH:16]([CH3:18])[CH3:17]. The catalyst is C(O)CCC.C(O)(=O)C. The reactants are [NH2:1][C:2]1[CH:3]=[CH:4][C:5]([O:19][CH2:20][CH2:21][CH3:22])=[C:6]([C:8]2[NH:13][C:12](=[O:14])[C:11]([Br:15])=[C:10]([CH:16]([CH3:18])[CH3:17])[N:9]=2)[CH:7]=1.[O:23]=[CH:24][C@@H:25]([C@H:27]([C@@H:29]([C@@H:31]([CH2:33][OH:34])[OH:32])[OH:30])[OH:28])O. (4) The reactants are F[C:2]1[CH:3]=[CH:4][C:5]([N+:10]([O-:12])=[O:11])=[C:6]([CH:9]=1)[C:7]#[N:8].[CH2:13]([OH:20])[C:14]1[CH:19]=[CH:18][CH:17]=[CH:16][CH:15]=1.C(=O)([O-])[O-].[K+].[K+].O. The catalyst is CN(C=O)C. The product is [CH2:13]([O:20][C:2]1[CH:3]=[CH:4][C:5]([N+:10]([O-:12])=[O:11])=[C:6]([CH:9]=1)[C:7]#[N:8])[C:14]1[CH:19]=[CH:18][CH:17]=[CH:16][CH:15]=1. The yield is 0.754.